Dataset: Reaction yield outcomes from USPTO patents with 853,638 reactions. Task: Predict the reaction yield, written as a fraction of the theoretical maximum amount of product (1.0 means a 100% yield; for example, 0.34 means a 34% yield). (1) The reactants are C([O:4][CH2:5][C:6]([CH3:47])([CH3:46])[CH2:7][N:8]1[C:14]2[CH:15]=[CH:16][C:17]([Cl:19])=[CH:18][C:13]=2[C@@H:12]([C:20]2[CH:25]=[CH:24][CH:23]=[C:22]([O:26][CH3:27])[C:21]=2[O:28][CH3:29])[O:11][C@H:10]([CH2:30][C:31]([NH:33][C:34]2[CH:39]=[CH:38][C:37]([CH2:40][C:41]([O:43]C)=[O:42])=[CH:36][CH:35]=2)=[O:32])[C:9]1=[O:45])(=O)C.[OH-].[Na+].C(O)C. The catalyst is O. The product is [Cl:19][C:17]1[CH:16]=[CH:15][C:14]2[N:8]([CH2:7][C:6]([CH3:46])([CH3:47])[CH2:5][OH:4])[C:9](=[O:45])[C@@H:10]([CH2:30][C:31]([NH:33][C:34]3[CH:39]=[CH:38][C:37]([CH2:40][C:41]([OH:43])=[O:42])=[CH:36][CH:35]=3)=[O:32])[O:11][C@H:12]([C:20]3[CH:25]=[CH:24][CH:23]=[C:22]([O:26][CH3:27])[C:21]=3[O:28][CH3:29])[C:13]=2[CH:18]=1. The yield is 0.810. (2) The reactants are C[O:2][C:3]([C:5]1[CH:6]=[C:7](OS(C(F)(F)F)(=O)=O)[C:8](=[O:15])[N:9]2[C:13]=1[CH2:12][CH2:11][CH:10]2[CH3:14])=[O:4].[F:24][C:25]1[CH:30]=[CH:29][CH:28]=[CH:27][C:26]=1B(O)O.C(=O)([O-])[O-].[Na+].[Na+].C1(C)C=CC=CC=1. The catalyst is C1C=CC([P]([Pd]([P](C2C=CC=CC=2)(C2C=CC=CC=2)C2C=CC=CC=2)([P](C2C=CC=CC=2)(C2C=CC=CC=2)C2C=CC=CC=2)[P](C2C=CC=CC=2)(C2C=CC=CC=2)C2C=CC=CC=2)(C2C=CC=CC=2)C2C=CC=CC=2)=CC=1.CCO. The product is [F:24][C:25]1[CH:30]=[CH:29][CH:28]=[CH:27][C:26]=1[C:7]1[C:8](=[O:15])[N:9]2[C:13](=[C:5]([C:3]([OH:2])=[O:4])[CH:6]=1)[CH2:12][CH2:11][CH:10]2[CH3:14]. The yield is 0.530.